Dataset: Forward reaction prediction with 1.9M reactions from USPTO patents (1976-2016). Task: Predict the product of the given reaction. (1) Given the reactants Br[C:2]1[CH:9]=[CH:8][C:5]([CH:6]=[O:7])=[CH:4][CH:3]=1.[OH:10][CH:11]1[CH2:16][CH2:15][NH:14][CH2:13][CH2:12]1, predict the reaction product. The product is: [OH:10][CH:11]1[CH2:16][CH2:15][N:14]([C:2]2[CH:9]=[CH:8][C:5]([CH:6]=[O:7])=[CH:4][CH:3]=2)[CH2:13][CH2:12]1. (2) Given the reactants [CH3:1][N:2]([C:4](=[O:13])[CH2:5][C:6]1[CH:11]=[CH:10][C:9]([F:12])=[CH:8][CH:7]=1)[NH2:3].[C:14]([O:18][C:19]([N:21]1[CH2:26][CH2:25][C:24](=O)[CH2:23][CH2:22]1)=[O:20])([CH3:17])([CH3:16])[CH3:15].[BH3-]C#N.[Na+].Cl.C(=O)(O)[O-].[Na+], predict the reaction product. The product is: [C:14]([O:18][C:19]([N:21]1[CH2:26][CH2:25][CH:24]([NH:3][N:2]([C:4](=[O:13])[CH2:5][C:6]2[CH:11]=[CH:10][C:9]([F:12])=[CH:8][CH:7]=2)[CH3:1])[CH2:23][CH2:22]1)=[O:20])([CH3:17])([CH3:15])[CH3:16].